This data is from Forward reaction prediction with 1.9M reactions from USPTO patents (1976-2016). The task is: Predict the product of the given reaction. (1) Given the reactants O[CH:2]1[C:10]2[C:5](=[CH:6][C:7]([C:11]#[N:12])=[CH:8][CH:9]=2)[CH2:4][CH2:3]1.S(Cl)([Cl:15])=O, predict the reaction product. The product is: [Cl:15][CH:2]1[C:10]2[C:5](=[CH:6][C:7]([C:11]#[N:12])=[CH:8][CH:9]=2)[CH2:4][CH2:3]1. (2) The product is: [CH:1]1([NH:6][C:7]2[CH:8]=[C:9]([CH2:24][S:25]([CH3:28])(=[O:27])=[O:26])[CH:10]=[C:11]3[C:15]=2[NH:14][C:13]([C:16]2[S:17][CH2:18][C@@H:19]([CH2:21][CH2:22][N:35]4[CH2:36][CH2:37][N:32]([C:29](=[O:31])[CH3:30])[CH2:33][CH2:34]4)[N:20]=2)=[CH:12]3)[CH2:5][CH2:4][CH2:3][CH2:2]1. Given the reactants [CH:1]1([NH:6][C:7]2[CH:8]=[C:9]([CH2:24][S:25]([CH3:28])(=[O:27])=[O:26])[CH:10]=[C:11]3[C:15]=2[NH:14][C:13]([C:16]2[S:17][CH2:18][C@@H:19]([CH2:21][CH2:22]I)[N:20]=2)=[CH:12]3)[CH2:5][CH2:4][CH2:3][CH2:2]1.[C:29]([N:32]1[CH2:37][CH2:36][NH:35][CH2:34][CH2:33]1)(=[O:31])[CH3:30], predict the reaction product. (3) Given the reactants Cl.[CH3:2][C:3]1[C:7]2[N:8]=[C:9]([C:18]3[CH:19]=[N:20][C:21]([NH2:24])=[N:22][CH:23]=3)[N:10]=[C:11]([N:12]3[CH2:17][CH2:16][O:15][CH2:14][CH2:13]3)[C:6]=2[S:5][C:4]=1[CH2:25][N:26]1[CH2:31][CH2:30][NH:29][CH2:28][CH2:27]1.C([NH:39][C@H:40]([C:42](O)=[O:43])[CH3:41])(OC(C)(C)C)=O.C(O)(C(F)(F)F)=O, predict the reaction product. The product is: [NH2:39][C@@H:40]([CH3:41])[C:42]([N:29]1[CH2:30][CH2:31][N:26]([CH2:25][C:4]2[S:5][C:6]3[C:11]([N:12]4[CH2:13][CH2:14][O:15][CH2:16][CH2:17]4)=[N:10][C:9]([C:18]4[CH:19]=[N:20][C:21]([NH2:24])=[N:22][CH:23]=4)=[N:8][C:7]=3[C:3]=2[CH3:2])[CH2:27][CH2:28]1)=[O:43]. (4) Given the reactants Cl[C:2](Cl)(Cl)[CH:3]([OH:5])O.S([O-])([O-])(=O)=O.[Na+].[Na+].S(O)(O)(=O)=O.[NH2:20][OH:21].[F:22][C:23]1[CH:24]=[C:25]([NH2:30])[CH:26]=[CH:27][C:28]=1[CH3:29].Cl, predict the reaction product. The product is: [F:22][C:23]1[CH:24]=[C:25]([NH:30][C:3](=[O:5])[CH:2]=[N:20][OH:21])[CH:26]=[CH:27][C:28]=1[CH3:29].